From a dataset of Forward reaction prediction with 1.9M reactions from USPTO patents (1976-2016). Predict the product of the given reaction. Given the reactants N1C=CN=C1CN1C(=O)COC2N=C(C3C=CC(C4(N)CCC4)=CC=3)C(C3C=CC=CC=3)=CC1=2.C(OC(=O)[NH:41][C:42]1([C:46]2[CH:51]=[CH:50][C:49]([C:52]3[C:53]([C:66]4[CH:71]=[CH:70][CH:69]=[CH:68][CH:67]=4)=[CH:54][C:55]4[N:61]([CH3:62])[C:60](=[O:63])[CH2:59][CH2:58][N:57]([CH3:64])[C:56]=4[N:65]=3)=[CH:48][CH:47]=2)[CH2:45][CH2:44][CH2:43]1)(C)(C)C, predict the reaction product. The product is: [NH2:41][C:42]1([C:46]2[CH:47]=[CH:48][C:49]([C:52]3[C:53]([C:66]4[CH:67]=[CH:68][CH:69]=[CH:70][CH:71]=4)=[CH:54][C:55]4[N:61]([CH3:62])[C:60](=[O:63])[CH2:59][CH2:58][N:57]([CH3:64])[C:56]=4[N:65]=3)=[CH:50][CH:51]=2)[CH2:43][CH2:44][CH2:45]1.